From a dataset of Catalyst prediction with 721,799 reactions and 888 catalyst types from USPTO. Predict which catalyst facilitates the given reaction. (1) Reactant: [OH:1][C:2]1[CH:7]=[CH:6][C:5]([CH:8]=[CH:9][C:10]2[N:11]=[C:12]([NH:15][C:16](=[O:18])[CH3:17])[S:13][CH:14]=2)=[CH:4][CH:3]=1. Product: [OH:1][C:2]1[CH:7]=[CH:6][C:5]([CH2:8][CH2:9][C:10]2[N:11]=[C:12]([NH:15][C:16](=[O:18])[CH3:17])[S:13][CH:14]=2)=[CH:4][CH:3]=1. The catalyst class is: 586. (2) Reactant: [Cl:1][C:2]1[N:7]=[CH:6][C:5]2[C:8](I)=[N:9][N:10]([C:11]([C:24]3[CH:29]=[CH:28][CH:27]=[CH:26][CH:25]=3)([C:18]3[CH:23]=[CH:22][CH:21]=[CH:20][CH:19]=3)[C:12]3[CH:17]=[CH:16][CH:15]=[CH:14][CH:13]=3)[C:4]=2[CH:3]=1.[NH:31]1CCC[C@H:32]1C(O)=O.C(=O)([O-])[O-].[K+].[K+].Cl.CN.[OH-].[NH4+]. Product: [Cl:1][C:2]1[N:7]=[CH:6][C:5]2[C:8]([NH:31][CH3:32])=[N:9][N:10]([C:11]([C:24]3[CH:29]=[CH:28][CH:27]=[CH:26][CH:25]=3)([C:18]3[CH:23]=[CH:22][CH:21]=[CH:20][CH:19]=3)[C:12]3[CH:17]=[CH:16][CH:15]=[CH:14][CH:13]=3)[C:4]=2[CH:3]=1. The catalyst class is: 156. (3) Reactant: [F:1][C:2]1[CH:7]=[CH:6][C:5]([C:8]2[C:19](=[O:20])[N:18]([CH:21]([CH3:23])[CH3:22])[C:11]3[N:12]=[C:13](SC)[N:14]=[CH:15][C:10]=3[CH:9]=2)=[CH:4][C:3]=1[N+:24]([O-:26])=[O:25].C1C=C(Cl)C=C(C(OO)=O)C=1.[NH3:38]. Product: [NH2:38][C:13]1[N:14]=[CH:15][C:10]2[CH:9]=[C:8]([C:5]3[CH:6]=[CH:7][C:2]([F:1])=[C:3]([N+:24]([O-:26])=[O:25])[CH:4]=3)[C:19](=[O:20])[N:18]([CH:21]([CH3:23])[CH3:22])[C:11]=2[N:12]=1. The catalyst class is: 12. (4) Product: [CH3:49][C@H:47]1[O:48][C@@H:43]([CH3:42])[CH2:44][N:45]([CH2:19][C:5]2[N:6]=[C:7]([NH:8][C:9]3[CH:14]=[CH:13][C:12]([C:15]([F:17])([F:18])[F:16])=[CH:11][N:10]=3)[C:2]([CH3:1])=[C:3]([C:21]3[CH:30]=[C:29]4[C:24]([CH:25]=[CH:26][CH:27]=[N:28]4)=[CH:23][CH:22]=3)[N:4]=2)[CH2:46]1. The catalyst class is: 139. Reactant: [CH3:1][C:2]1[C:3]([C:21]2[CH:30]=[C:29]3[C:24]([CH:25]=[CH:26][CH:27]=[N:28]3)=[CH:23][CH:22]=2)=[N:4][C:5]([CH2:19]O)=[N:6][C:7]=1[NH:8][C:9]1[CH:14]=[CH:13][C:12]([C:15]([F:18])([F:17])[F:16])=[CH:11][N:10]=1.N1C=CC=CC=1.CS(Cl)(=O)=O.[CH3:42][C@H:43]1[O:48][C@@H:47]([CH3:49])[CH2:46][NH:45][CH2:44]1. (5) Product: [C:1]([NH:5][C:6]([C:8]1[C:9]([C:21]2[CH:26]=[CH:25][CH:24]=[C:23]([O:27][CH3:28])[N:22]=2)=[N:10][NH:11][CH:12]=1)=[O:7])([CH3:4])([CH3:3])[CH3:2]. The catalyst class is: 4. Reactant: [C:1]([NH:5][C:6]([C:8]1[C:9]([C:21]2[CH:26]=[CH:25][CH:24]=[C:23]([O:27][CH3:28])[N:22]=2)=[N:10][N:11](COCC[Si](C)(C)C)[CH:12]=1)=[O:7])([CH3:4])([CH3:3])[CH3:2].FC(F)(F)C(O)=O.CO.[OH-].[NH4+]. (6) Reactant: [F:1][C:2]1[CH:3]=[C:4]([CH:8]=[C:9]([CH3:11])[CH:10]=1)[C:5]([OH:7])=[O:6].[C:12](=O)([O-])[O-].[K+].[K+].CI. Product: [F:1][C:2]1[CH:3]=[C:4]([CH:8]=[C:9]([CH3:11])[CH:10]=1)[C:5]([O:7][CH3:12])=[O:6]. The catalyst class is: 21. (7) Reactant: [Cl:1][C:2]1[C:7]([O:8]C)=[CH:6][C:5]([NH:10][C:11]2[C:20]3[C:15](=[CH:16][C:17]([O:23][CH2:24][CH2:25][O:26][CH3:27])=[C:18]([O:21][CH3:22])[CH:19]=3)[N:14]=[CH:13][N:12]=2)=[C:4]([O:28]C)[C:3]=1[O:30][CH3:31]. The catalyst class is: 144. Product: [Cl:1][C:2]1[C:7]([CH:6]=[C:5]([NH:10][C:11]2[C:20]3[C:15](=[CH:16][C:17]([O:23][CH2:24][CH2:25][O:26][CH3:27])=[C:18]([O:21][CH3:22])[CH:19]=3)[N:14]=[CH:13][N:12]=2)[C:4](=[O:28])[C:3]=1[O:30][CH3:31])=[O:8]. (8) Reactant: C(=O)([O-])[O-].[K+].[K+].C(O)(C)(C)C.Cl[C:13]1[C:22]2[C:17](=[CH:18][C:19]([F:24])=[CH:20][C:21]=2[F:23])[N:16]=[C:15]([N:25]2[CH2:28][CH2:27][C:26]2=[O:29])[C:14]=1[CH3:30].[O:31]1[CH2:36][CH2:35][N:34]([C:37]2[CH:42]=[C:41]([NH2:43])[C:40]([C:44]3[CH:45]=[N:46][CH:47]=[N:48][CH:49]=3)=[CH:39][N:38]=2)[CH2:33][CH2:32]1. Product: [F:23][C:21]1[CH:20]=[C:19]([F:24])[CH:18]=[C:17]2[C:22]=1[C:13]([NH:43][C:41]1[C:40]([C:44]3[CH:49]=[N:48][CH:47]=[N:46][CH:45]=3)=[CH:39][N:38]=[C:37]([N:34]3[CH2:33][CH2:32][O:31][CH2:36][CH2:35]3)[CH:42]=1)=[C:14]([CH3:30])[C:15]([N:25]1[CH2:28][CH2:27][C:26]1=[O:29])=[N:16]2. The catalyst class is: 11.